From a dataset of Reaction yield outcomes from USPTO patents with 853,638 reactions. Predict the reaction yield, written as a fraction of the theoretical maximum amount of product (1.0 means a 100% yield; for example, 0.34 means a 34% yield). (1) The reactants are [Cl:1][CH2:2][C:3]([N:5]1[CH2:9][C@H:8]([O:10][Si](C)(C)C)[CH2:7][C@H:6]1[C:15]([O:17][Si](C)(C)C)=[O:16])=[O:4].[F-].[Na+]. The catalyst is C(#N)C. The product is [Cl:1][CH2:2][C:3]([N:5]1[CH2:9][C@H:8]([OH:10])[CH2:7][C@H:6]1[C:15]([OH:17])=[O:16])=[O:4]. The yield is 0.920. (2) The reactants are [CH2:1]([N:3]([CH:38]1[CH2:43][CH2:42][O:41][CH2:40][CH2:39]1)[C:4]1[C:5]([CH3:37])=[C:6]([CH:22]=[C:23]([C:25]2[CH:26]=[N:27][C:28]([N:31]3[CH2:36][CH2:35][NH:34][CH2:33][CH2:32]3)=[CH:29][CH:30]=2)[CH:24]=1)[C:7]([NH:9][CH2:10][C:11]1[C:12](=[O:21])[NH:13][C:14]([CH3:20])=[CH:15][C:16]=1[CH:17]([CH3:19])[CH3:18])=[O:8])[CH3:2].[CH3:44][N:45]1[CH2:50][CH2:49][C:48](=O)[CH2:47][CH2:46]1.C(O)(=O)C.C(O[BH-](OC(=O)C)OC(=O)C)(=O)C.[Na+]. The catalyst is ClC(Cl)C. The product is [CH2:1]([N:3]([CH:38]1[CH2:43][CH2:42][O:41][CH2:40][CH2:39]1)[C:4]1[C:5]([CH3:37])=[C:6]([CH:22]=[C:23]([C:25]2[CH:26]=[N:27][C:28]([N:31]3[CH2:36][CH2:35][N:34]([CH:48]4[CH2:49][CH2:50][N:45]([CH3:44])[CH2:46][CH2:47]4)[CH2:33][CH2:32]3)=[CH:29][CH:30]=2)[CH:24]=1)[C:7]([NH:9][CH2:10][C:11]1[C:12](=[O:21])[NH:13][C:14]([CH3:20])=[CH:15][C:16]=1[CH:17]([CH3:19])[CH3:18])=[O:8])[CH3:2]. The yield is 0.344. (3) The reactants are [CH3:1][C:2]([CH3:40])([CH3:39])[C:3](=O)[CH2:4][N:5]1[C:10](=[O:11])[C:9]([CH2:12][C:13]2[CH:18]=[CH:17][C:16]([C:19]3[CH:24]=[CH:23][CH:22]=[CH:21][C:20]=3[C:25]3[NH:29][C:28](=[O:30])[O:27][N:26]=3)=[CH:15][CH:14]=2)=[C:8]([CH2:31][CH2:32][CH3:33])[N:7]2[N:34]=[C:35]([CH3:37])[N:36]=[C:6]12.Cl.[NH2:42][O:43][CH3:44].N1C=CC=CC=1.Cl. The catalyst is O.C(OCC)(=O)C. The product is [CH3:44][O:43]/[N:42]=[C:3](/[C:2]([CH3:39])([CH3:1])[CH3:40])\[CH2:4][N:5]1[C:10](=[O:11])[C:9]([CH2:12][C:13]2[CH:14]=[CH:15][C:16]([C:19]3[CH:24]=[CH:23][CH:22]=[CH:21][C:20]=3[C:25]3[NH:29][C:28](=[O:30])[O:27][N:26]=3)=[CH:17][CH:18]=2)=[C:8]([CH2:31][CH2:32][CH3:33])[N:7]2[N:34]=[C:35]([CH3:37])[N:36]=[C:6]12. The yield is 0.490. (4) The reactants are [Br:1][C:2]1[CH:3]=[CH:4][C:5]([C:9](=[N:11][NH2:12])[NH2:10])=[N:6][C:7]=1[CH3:8].[CH:13](O)=O. No catalyst specified. The product is [Br:1][C:2]1[C:7]([CH3:8])=[N:6][C:5]([C:9]2[N:10]=[CH:13][NH:12][N:11]=2)=[CH:4][CH:3]=1. The yield is 0.920.